Dataset: Catalyst prediction with 721,799 reactions and 888 catalyst types from USPTO. Task: Predict which catalyst facilitates the given reaction. (1) Reactant: [F:1][C:2]1[CH:3]=[C:4]([C@H:10]([NH:13][S@](C(C)(C)C)=O)[CH2:11][CH3:12])[CH:5]=[CH:6][C:7]=1[O:8][CH3:9].[ClH:20].CO. Product: [ClH:20].[F:1][C:2]1[CH:3]=[C:4]([C@H:10]([NH2:13])[CH2:11][CH3:12])[CH:5]=[CH:6][C:7]=1[O:8][CH3:9]. The catalyst class is: 28. (2) Reactant: Cl[CH2:2][C:3]1[N:7]=[C:6]([C:8]2[CH:13]=[CH:12][CH:11]=[C:10]([F:14])[CH:9]=2)[O:5][N:4]=1.[CH3:15][C:16]1[S:17][C:18]2[CH:24]=[CH:23][C:22]([O:25][CH2:26][C@@H:27]([OH:35])[CH2:28][N:29]3[CH2:34][CH2:33][NH:32][CH2:31][CH2:30]3)=[CH:21][C:19]=2[N:20]=1.CCN(CC)CC. Product: [F:14][C:10]1[CH:9]=[C:8]([C:6]2[O:5][N:4]=[C:3]([CH2:2][N:32]3[CH2:33][CH2:34][N:29]([CH2:28][CH:27]([OH:35])[CH2:26][O:25][C:22]4[CH:23]=[CH:24][C:18]5[S:17][C:16]([CH3:15])=[N:20][C:19]=5[CH:21]=4)[CH2:30][CH2:31]3)[N:7]=2)[CH:13]=[CH:12][CH:11]=1. The catalyst class is: 14. (3) Reactant: [CH2:1]([NH:5][NH2:6])[CH2:2][CH2:3][CH3:4].C(N(CC)CC)C.Cl[C:15]([O:17][C:18]1[CH:23]=[CH:22][CH:21]=[CH:20][CH:19]=1)=[O:16].O. Product: [C:18]1([O:17][C:15]([N:5]([CH2:1][CH2:2][CH2:3][CH3:4])[NH2:6])=[O:16])[CH:23]=[CH:22][CH:21]=[CH:20][CH:19]=1. The catalyst class is: 4.